From a dataset of Full USPTO retrosynthesis dataset with 1.9M reactions from patents (1976-2016). Predict the reactants needed to synthesize the given product. (1) Given the product [CH2:6]([N:9]1[CH2:10][CH2:11][C:12]2[CH:19]=[CH:18][C:17]([S:2]([Cl:1])(=[O:5])=[O:3])=[CH:16][C:13]=2[CH2:14][CH2:15]1)[CH2:7][CH3:8], predict the reactants needed to synthesize it. The reactants are: [Cl:1][S:2]([OH:5])(=O)=[O:3].[CH2:6]([N:9]1[CH2:15][CH2:14][C:13]2[CH:16]=[CH:17][CH:18]=[CH:19][C:12]=2[CH2:11][CH2:10]1)[CH2:7][CH3:8]. (2) Given the product [Cl:19][C:20]1[C:21]([NH:27][CH:2]([CH3:7])[CH3:3])=[CH:22][C:23]([NH2:24])=[CH:25][CH:26]=1, predict the reactants needed to synthesize it. The reactants are: Cl[C:2]1[CH:7]=CC(NC(=O)OC(C)(C)C)=C[C:3]=1[N+]([O-])=O.[Cl:19][C:20]1[CH:26]=[CH:25][C:23]([NH2:24])=[CH:22][C:21]=1[N+:27]([O-])=O.C(OC(OC(C)(C)C)=O)(OC(C)(C)C)=O. (3) Given the product [CH3:25][N:26]([CH2:1][CH:3]1[CH2:7][N:6]([C:8]2[C:12]([NH:13][C:14](=[O:20])[O:15][C:16]([CH3:18])([CH3:19])[CH3:17])=[CH:11][N:10]([CH3:21])[N:9]=2)[C:5](=[O:22])[C:4]1([CH3:23])[CH3:24])[CH3:27], predict the reactants needed to synthesize it. The reactants are: [CH:1]([CH:3]1[CH2:7][N:6]([C:8]2[C:12]([NH:13][C:14](=[O:20])[O:15][C:16]([CH3:19])([CH3:18])[CH3:17])=[CH:11][N:10]([CH3:21])[N:9]=2)[C:5](=[O:22])[C:4]1([CH3:24])[CH3:23])=O.[CH3:25][NH:26][CH3:27].C1COCC1.C(O[BH-](OC(=O)C)OC(=O)C)(=O)C.[Na+].C(=O)([O-])O.[Na+]. (4) The reactants are: [N+:1]([C:4]1[C:9]2[N:10]=[C:11]([C:13]3[CH:18]=[CH:17][CH:16]=[C:15]([O:19][C:20]([F:23])([F:22])[F:21])[CH:14]=3)[O:12][C:8]=2[CH:7]=[CH:6][CH:5]=1)([O-])=O.[H][H]. Given the product [F:23][C:20]([F:21])([F:22])[O:19][C:15]1[CH:14]=[C:13]([C:11]2[O:12][C:8]3[C:9](=[C:4]([NH2:1])[CH:5]=[CH:6][CH:7]=3)[N:10]=2)[CH:18]=[CH:17][CH:16]=1, predict the reactants needed to synthesize it. (5) Given the product [Br:33][C:34]1[N:35]=[C:36](/[CH:45]=[CH:12]/[C:10]2[N:11]=[C:7]3[C:6]([CH3:32])=[N:5][CH:4]=[C:3]([CH3:2])[N:8]3[N:9]=2)[N:37]([C:39]2[CH:44]=[CH:43][CH:42]=[CH:41][CH:40]=2)[CH:38]=1, predict the reactants needed to synthesize it. The reactants are: [Cl-].[CH3:2][C:3]1[N:8]2[N:9]=[C:10]([CH2:12][P+](C3C=CC=CC=3)(C3C=CC=CC=3)C3C=CC=CC=3)[N:11]=[C:7]2[C:6]([CH3:32])=[N:5][CH:4]=1.[Br:33][C:34]1[N:35]=[C:36]([CH:45]=O)[N:37]([C:39]2[CH:44]=[CH:43][CH:42]=[CH:41][CH:40]=2)[CH:38]=1. (6) Given the product [O:6]1[CH2:5][CH2:4][CH2:3][CH:2]1[CH2:1][O:7][C:9]1[CH:18]=[CH:17][C:12]([C:13]([OH:15])=[O:14])=[CH:11][CH:10]=1, predict the reactants needed to synthesize it. The reactants are: [CH2:1]([OH:7])[CH:2]1[O:6][CH2:5][CH2:4][CH2:3]1.O[C:9]1[CH:18]=[CH:17][C:12]([C:13]([O:15]C)=[O:14])=[CH:11][CH:10]=1.C1(P(C2C=CC=CC=2)C2C=CC=CC=2)C=CC=CC=1.N(C(OCC)=O)=NC(OCC)=O.[OH-].[Na+].